Dataset: TCR-epitope binding with 47,182 pairs between 192 epitopes and 23,139 TCRs. Task: Binary Classification. Given a T-cell receptor sequence (or CDR3 region) and an epitope sequence, predict whether binding occurs between them. (1) The epitope is YFPLQSYGF. The TCR CDR3 sequence is CASSPSGGSDFHEQYF. Result: 0 (the TCR does not bind to the epitope). (2) The epitope is ISDYDYYRY. The TCR CDR3 sequence is CASSLRLNEQFF. Result: 0 (the TCR does not bind to the epitope). (3) The epitope is HSKKKCDEL. The TCR CDR3 sequence is CASLTSGHIREETQYF. Result: 0 (the TCR does not bind to the epitope). (4) The epitope is FQPTNGVGY. The TCR CDR3 sequence is CASRIYHEQFF. Result: 0 (the TCR does not bind to the epitope). (5) The epitope is GTITSGWTF. The TCR CDR3 sequence is CASSLRTVSGNTIYF. Result: 1 (the TCR binds to the epitope). (6) Result: 1 (the TCR binds to the epitope). The TCR CDR3 sequence is CASRPGQGHHEQYF. The epitope is KRWIILGLNK. (7) The epitope is HTTDPSFLGRY. The TCR CDR3 sequence is CASLVQGGEQFF. Result: 0 (the TCR does not bind to the epitope).